Dataset: Full USPTO retrosynthesis dataset with 1.9M reactions from patents (1976-2016). Task: Predict the reactants needed to synthesize the given product. (1) Given the product [CH:30]1([NH:25][C:9]([C:6]2[CH:5]=[CH:4][C:3]([CH2:2][OH:1])=[CH:8][N:7]=2)=[O:11])[CH2:28][CH2:29]1, predict the reactants needed to synthesize it. The reactants are: [OH:1][CH2:2][C:3]1[CH:4]=[CH:5][C:6]([C:9]([OH:11])=O)=[N:7][CH:8]=1.[B-](F)(F)(F)F.CN(C(O[N:25]1[C:30](=O)[CH:29]=[CH:28]C=C1)=[N+](C)C)C.CCN(C(C)C)C(C)C.C1(N)CC1. (2) Given the product [I:21][C:22]1[CH:30]=[CH:29][C:25]([C:26]([NH:12][C@H:13]2[CH:18]3[CH2:19][CH2:20][N:15]([CH2:16][CH2:17]3)[CH2:14]2)=[O:27])=[CH:24][CH:23]=1, predict the reactants needed to synthesize it. The reactants are: CCN(C(C)C)C(C)C.Cl.Cl.[NH2:12][C@H:13]1[CH:18]2[CH2:19][CH2:20][N:15]([CH2:16][CH2:17]2)[CH2:14]1.[I:21][C:22]1[CH:30]=[CH:29][C:25]([C:26](Cl)=[O:27])=[CH:24][CH:23]=1.[OH-].[Na+].